From a dataset of Forward reaction prediction with 1.9M reactions from USPTO patents (1976-2016). Predict the product of the given reaction. (1) Given the reactants C[O:2][C:3]1[CH:11]=[CH:10][CH:9]=[C:8]([CH3:12])[C:4]=1[C:5]([OH:7])=[O:6].B(Br)(Br)Br, predict the reaction product. The product is: [OH:2][C:3]1[CH:11]=[CH:10][CH:9]=[C:8]([CH3:12])[C:4]=1[C:5]([OH:7])=[O:6]. (2) Given the reactants [F:1][C:2]1([F:21])[CH2:6][N:5]([C:7]([O:9][C:10]([CH3:13])([CH3:12])[CH3:11])=[O:8])[C@@H:4]([CH2:14][CH:15]([CH3:20])[C:16]([O:18]C)=[O:17])[CH2:3]1.O[Li].O, predict the reaction product. The product is: [C:10]([O:9][C:7]([N:5]1[CH2:6][C:2]([F:1])([F:21])[CH2:3][C@@H:4]1[CH2:14][CH:15]([CH3:20])[C:16]([OH:18])=[O:17])=[O:8])([CH3:13])([CH3:11])[CH3:12]. (3) Given the reactants [OH:1][C:2]([C:8]1[S:9][CH:10]=[C:11]([CH3:13])[N:12]=1)([CH3:7])[C:3]([NH:5][NH2:6])=O.[F:14][C:15]1[C:16]([CH2:22][N:23]2[CH:27]=[CH:26][C:25]([N:28]=[C:29]=[S:30])=[N:24]2)=[N:17][CH:18]=[CH:19][C:20]=1[CH3:21].S(=O)(=O)(O)O.N, predict the reaction product. The product is: [F:14][C:15]1[C:16]([CH2:22][N:23]2[CH:27]=[CH:26][C:25]([NH:28][C:29]3[S:30][C:3]([C:2]([C:8]4[S:9][CH:10]=[C:11]([CH3:13])[N:12]=4)([OH:1])[CH3:7])=[N:5][N:6]=3)=[N:24]2)=[N:17][CH:18]=[CH:19][C:20]=1[CH3:21]. (4) Given the reactants [OH:1][CH:2]1[CH2:5][NH:4][CH2:3]1.C[O:7][C:8]([C:10]1[C:14]([NH:15][C:16]([C:18]2[C:23]([NH:24][C:25]3[CH:26]=[N:27][CH:28]=[N:29][CH:30]=3)=[CH:22][CH:21]=[C:20]([CH:31]3[CH2:33][CH2:32]3)[N:19]=2)=[O:17])=[CH:13][N:12]([CH3:34])[N:11]=1)=O, predict the reaction product. The product is: [OH:1][CH:2]1[CH2:5][N:4]([C:8]([C:10]2[C:14]([NH:15][C:16]([C:18]3[C:23]([NH:24][C:25]4[CH:26]=[N:27][CH:28]=[N:29][CH:30]=4)=[CH:22][CH:21]=[C:20]([CH:31]4[CH2:33][CH2:32]4)[N:19]=3)=[O:17])=[CH:13][N:12]([CH3:34])[N:11]=2)=[O:7])[CH2:3]1. (5) Given the reactants [Na].[F:2][C:3]1[CH:4]=[C:5]([C:9]2[CH:17]=[C:16]3[C:12]([CH2:13][CH2:14][C:15]3=[O:18])=[CH:11][CH:10]=2)[CH:6]=[CH:7][CH:8]=1, predict the reaction product. The product is: [F:2][C:3]1[CH:4]=[C:5]([C:9]2[CH:17]=[C:16]3[C:12]([CH2:13][CH2:14][CH:15]3[OH:18])=[CH:11][CH:10]=2)[CH:6]=[CH:7][CH:8]=1. (6) Given the reactants [CH3:1][C:2]1([OH:12])[CH2:11][CH2:10][C:5]2(OCC[O:6]2)[CH2:4][CH2:3]1.Cl, predict the reaction product. The product is: [OH:12][C:2]1([CH3:1])[CH2:11][CH2:10][C:5](=[O:6])[CH2:4][CH2:3]1.